This data is from Reaction yield outcomes from USPTO patents with 853,638 reactions. The task is: Predict the reaction yield, written as a fraction of the theoretical maximum amount of product (1.0 means a 100% yield; for example, 0.34 means a 34% yield). (1) The reactants are [Cl-].O[NH3+:3].[C:4](=[O:7])([O-])[OH:5].[Na+].CS(C)=O.[OH:13][CH:14]([CH:51]([CH3:53])[CH3:52])[CH2:15][O:16][C@H:17]1[CH2:22][CH2:21][C@H:20]([N:23]2[C:28](=[O:29])[C:27]([CH2:30][C:31]3[CH:36]=[CH:35][C:34]([C:37]4[C:38]([C:43]#[N:44])=[CH:39][CH:40]=[CH:41][CH:42]=4)=[CH:33][CH:32]=3)=[C:26]([CH2:45][CH2:46][CH3:47])[N:25]3[N:48]=[CH:49][CH:50]=[C:24]23)[CH2:19][CH2:18]1. The catalyst is C(OCC)(=O)C. The product is [OH:13][CH:14]([CH:51]([CH3:52])[CH3:53])[CH2:15][O:16][C@H:17]1[CH2:22][CH2:21][C@H:20]([N:23]2[C:28](=[O:29])[C:27]([CH2:30][C:31]3[CH:36]=[CH:35][C:34]([C:37]4[CH:42]=[CH:41][CH:40]=[CH:39][C:38]=4[C:43]4[NH:3][C:4](=[O:7])[O:5][N:44]=4)=[CH:33][CH:32]=3)=[C:26]([CH2:45][CH2:46][CH3:47])[N:25]3[N:48]=[CH:49][CH:50]=[C:24]23)[CH2:19][CH2:18]1. The yield is 0.850. (2) The reactants are [Cl:1][C:2]1[CH:3]=[CH:4][C:5]([O:18][CH2:19][CH:20]([CH3:22])[CH3:21])=[C:6]([CH2:8][N:9]2[C:13]([CH3:14])=[CH:12][C:11]([C:15]([OH:17])=[O:16])=[N:10]2)[CH:7]=1.NC1C=CC(C(OC)=O)=CN=1.Cl.CN(C)CCCN=C=NCC.O.O[N:48]1[C:52]2[CH:53]=[CH:54][CH:55]=[CH:56][C:51]=2[N:50]=[N:49]1. The catalyst is ClCCl.CN(C)C=O.C(OCC)(=O)C. The product is [Cl:1][C:2]1[CH:3]=[CH:4][C:5]([O:18][CH2:19][CH:20]([CH3:22])[CH3:21])=[C:6]([CH2:8][N:9]2[C:13]([CH3:14])=[CH:12][C:11]([C:15]([O:17][N:48]3[C:52]4[CH:53]=[CH:54][CH:55]=[CH:56][C:51]=4[N:50]=[N:49]3)=[O:16])=[N:10]2)[CH:7]=1. The yield is 0.600. (3) The catalyst is O1CCCC1.C(OCC)(=O)C. The reactants are C(N1C[C@@H](C2C=CC(Cl)=CC=2)[C@H](CO)C1)C1C=CC=CC=1.C[Si]([N-][Si](C)(C)C)(C)C.[Li+].COC1C=C(OC)C=CC=1C[N:37](C1SN=CN=1)[S:38]([C:41]1[CH:46]=[C:45](F)[C:44](F)=[CH:43][C:42]=1F)(=[O:40])=[O:39].[Cl-].[NH4+]. The product is [C:41]1([S:38]([NH2:37])(=[O:40])=[O:39])[CH:46]=[CH:45][CH:44]=[CH:43][CH:42]=1. The yield is 0.590. (4) The reactants are Br[C:2]1[CH:3]=[C:4]2[C:8](=[N:9][CH:10]=1)[NH:7][C:6](=[O:11])[CH2:5]2.C(N([CH2:17][CH3:18])CC)C.[C]=O.[CH3:21][OH:22].CS(C)=[O:25]. The yield is 0.257. The product is [C:21]([C:2]1[CH:3]=[C:4]2[C:8](=[N:9][CH:10]=1)[NH:7][C:6](=[O:11])[CH2:5]2)([O:25][CH2:17][CH3:18])=[O:22]. The catalyst is C(O)C.C(OCC)C.C([O-])(=O)C.[Pd+2].C([O-])(=O)C. (5) The reactants are [Si]([C@@:8]1([OH:42])[C@@H:12]([CH2:13][O:14][Si](C(C)(C)C)(C)C)[O:11][C@@H:10]([N:22]2[CH:29]=[C:28]([CH2:30][O:31][CH2:32][C:33]3[CH:38]=[CH:37][CH:36]=[CH:35][C:34]=3[N+:39]([O-:41])=[O:40])[C:26]([NH2:27])=[N:25][C:23]2=[O:24])[CH2:9]1)(C(C)(C)C)(C)C.[N+](CCCC)(CCCC)(CCCC)CCCC.[F-]. The catalyst is C1COCC1. The product is [N+:39]([C:34]1[CH:35]=[CH:36][CH:37]=[CH:38][C:33]=1[CH2:32][O:31][CH2:30][C:28]1[C:26]([NH2:27])=[N:25][C:23](=[O:24])[N:22]([CH:29]=1)[C@@H:10]1[O:11][C@H:12]([CH2:13][OH:14])[C@@H:8]([OH:42])[CH2:9]1)([O-:41])=[O:40]. The yield is 0.960. (6) The reactants are F[C:2]1[CH:7]=[CH:6][C:5]([NH:8][S:9]([C:12]2[CH:17]=[CH:16][CH:15]=[CH:14][CH:13]=2)(=[O:11])=[O:10])=[CH:4][C:3]=1[N+:18]([O-:20])=[O:19].[CH:21]1([CH2:25][NH2:26])[CH2:24][CH2:23][CH2:22]1.CCO. The catalyst is O. The product is [CH:21]1([CH2:25][NH:26][C:2]2[CH:7]=[CH:6][C:5]([NH:8][S:9]([C:12]3[CH:17]=[CH:16][CH:15]=[CH:14][CH:13]=3)(=[O:11])=[O:10])=[CH:4][C:3]=2[N+:18]([O-:20])=[O:19])[CH2:24][CH2:23][CH2:22]1. The yield is 0.700. (7) The reactants are Br[C:2]1[CH:7]=[CH:6][CH:5]=[C:4]([O:8][CH3:9])[N:3]=1.[CH3:10][N:11](C=O)C. The catalyst is O. The product is [CH3:9][O:8][C:4]1[N:3]=[C:2]([C:10]#[N:11])[CH:7]=[CH:6][CH:5]=1. The yield is 0.390. (8) The reactants are [NH:1]1[C:9]2[C:4](=[CH:5][CH:6]=[CH:7][CH:8]=2)[C:3]2([C:21]3[C:12](=[CH:13][C:14]4[O:19][CH2:18][CH2:17][O:16][C:15]=4[CH:20]=3)[O:11][CH2:10]2)[C:2]1=[O:22].[CH:23]1(B(O)O)[CH2:25][CH2:24]1.C[Si](C)(C)[N-][Si](C)(C)C.[Na+]. The catalyst is CN(C1C=CN=CC=1)C.C1(C)C=CC=CC=1.Cl. The product is [CH:23]1([N:1]2[C:9]3[C:4](=[CH:5][CH:6]=[CH:7][CH:8]=3)[C:3]3([C:21]4[C:12](=[CH:13][C:14]5[O:19][CH2:18][CH2:17][O:16][C:15]=5[CH:20]=4)[O:11][CH2:10]3)[C:2]2=[O:22])[CH2:25][CH2:24]1. The yield is 0.720.